Dataset: Reaction yield outcomes from USPTO patents with 853,638 reactions. Task: Predict the reaction yield, written as a fraction of the theoretical maximum amount of product (1.0 means a 100% yield; for example, 0.34 means a 34% yield). The reactants are [OH-].[Na+].[Cl:3][C:4]1[C:5]([F:12])=[C:6]([CH:8]=[CH:9][C:10]=1[Cl:11])[NH2:7].[C:13](Cl)(Cl)=[S:14]. The catalyst is O.C(Cl)Cl. The product is [Cl:11][C:10]1[CH:9]=[CH:8][C:6]([N:7]=[C:13]=[S:14])=[C:5]([F:12])[C:4]=1[Cl:3]. The yield is 0.790.